This data is from Reaction yield outcomes from USPTO patents with 853,638 reactions. The task is: Predict the reaction yield, written as a fraction of the theoretical maximum amount of product (1.0 means a 100% yield; for example, 0.34 means a 34% yield). (1) The product is [CH:10]1[C:11]2[CH2:12][CH2:13][C:14]3[CH:1]=[CH:2][CH:3]=[C:4]4[CH2:15][C:7]([C:6]=2[C:5]=34)=[CH:8][CH:9]=1. The yield is 0.850. The reactants are [CH:1]1[C:14]2[C:5]3=[C:6]4[C:11](=[CH:12][CH:13]=2)[CH:10]=[CH:9][CH:8]=[C:7]4[CH2:15][C:4]3=[CH:3][CH:2]=1.[H][H]. The catalyst is CCO.[Pd]. (2) The yield is 0.960. The reactants are Cl.CO[C:4]1[CH:9]=[CH:8][N:7]=[CH:6][C:5]=1[N+:10]([O-:12])=[O:11].[CH2:13]([NH2:15])[CH3:14]. The product is [CH2:13]([NH:15][C:4]1[CH:9]=[CH:8][N:7]=[CH:6][C:5]=1[N+:10]([O-:12])=[O:11])[CH3:14]. The catalyst is C(O)C.O. (3) The yield is 0.870. The reactants are [CH3:1][O:2][C:3]([C:5]1[S:6][C:7]([C:10]([CH2:34]C=C)([CH2:14][O:15][C:16]2[CH:21]=[C:20]([CH3:22])[C:19]([C:23]3[CH:28]=[CH:27][C:26]([C:29]([F:32])([F:31])[F:30])=[CH:25][CH:24]=3)=[C:18]([CH3:33])[CH:17]=2)[CH2:11][CH:12]=[CH2:13])=[CH:8][CH:9]=1)=[O:4]. The product is [CH3:1][O:2][C:3]([C:5]1[S:6][C:7]([C:10]2([CH2:14][O:15][C:16]3[CH:17]=[C:18]([CH3:33])[C:19]([C:23]4[CH:28]=[CH:27][C:26]([C:29]([F:32])([F:31])[F:30])=[CH:25][CH:24]=4)=[C:20]([CH3:22])[CH:21]=3)[CH2:34][CH:13]=[CH:12][CH2:11]2)=[CH:8][CH:9]=1)=[O:4]. The catalyst is C(Cl)Cl.CC1C=C(C)C(N2C(=[Ru](Cl)(Cl)=CC3C=CC=CC=3)N(C3C(C)=CC(C)=CC=3C)CC2)=C(C)C=1.C1CCC(P(C2CCCCC2)C2CCCCC2)CC1. (4) The reactants are [NH2:1][C:2]1[N:10]=[CH:9][CH:8]=[CH:7][C:3]=1[C:4]([OH:6])=[O:5].[Br:11]Br. The catalyst is C(O)(=O)C. The product is [NH2:1][C:2]1[N:10]=[CH:9][C:8]([Br:11])=[CH:7][C:3]=1[C:4]([OH:6])=[O:5]. The yield is 0.980. (5) The catalyst is C(Cl)Cl.CCOC(C)=O.CN(C=O)C.CO. The yield is 0.580. The reactants are C([O:5][C:6]([NH:8][CH2:9][C:10]([C:12]1[CH:17]=[CH:16][C:15]([C:18]2[CH:23]=[CH:22][C:21]([C:24]3[NH:28][C:27]([C@@H:29]4[CH2:33][C@H:32]([CH2:34][O:35][CH3:36])[CH2:31][N:30]4[C:37]([O:39][CH2:40][C:41]4[CH:46]=[CH:45][CH:44]=[CH:43][CH:42]=4)=[O:38])=[N:26][CH:25]=3)=[CH:20][CH:19]=2)=[CH:14][CH:13]=1)=[O:11])=O)(C)(C)C.Cl.[CH3:48][O:49][C:50]([NH:52][C@@H:53]([CH:66]([CH3:68])[CH3:67])[C:54]([N:56]1[CH2:60][C@@H:59]([S:61][CH3:62])[CH2:58][C@H:57]1C(O)=O)=[O:55])=[O:51].CN(C(ON1N=NC2C=CC=NC1=2)=[N+](C)C)C.F[P-](F)(F)(F)(F)F.CCN(C(C)C)C(C)C. The product is [CH3:48][O:49][C:50]([NH:52][C@@H:53]([CH:66]([CH3:68])[CH3:67])[C:54]([N:56]1[CH2:60][C@@H:59]([S:61][CH3:62])[CH2:58][C@H:57]1[C:6]([NH:8][CH2:9][C:10]([C:12]1[CH:13]=[CH:14][C:15]([C:18]2[CH:23]=[CH:22][C:21]([C:24]3[NH:28][C:27]([C@@H:29]4[CH2:33][C@H:32]([CH2:34][O:35][CH3:36])[CH2:31][N:30]4[C:37]([O:39][CH2:40][C:41]4[CH:42]=[CH:43][CH:44]=[CH:45][CH:46]=4)=[O:38])=[N:26][CH:25]=3)=[CH:20][CH:19]=2)=[CH:16][CH:17]=1)=[O:11])=[O:5])=[O:55])=[O:51]. (6) The reactants are [CH:1]([C:3]1[CH:7]=[C:6]([C:8]2[CH:13]=[CH:12][CH:11]=[CH:10][CH:9]=2)[N:5]([C:14]2[CH:19]=[CH:18][C:17]([S:20]([NH2:23])(=[O:22])=[O:21])=[CH:16][CH:15]=2)[N:4]=1)=O.[C:24]([CH2:26][C:27]([O:29][CH2:30][CH3:31])=[O:28])#[N:25].C([O-])(=O)C.[NH4+].C(O)(=O)C. The catalyst is C1C=CC=CC=1. The product is [NH2:23][S:20]([C:17]1[CH:16]=[CH:15][C:14]([N:5]2[C:6]([C:8]3[CH:13]=[CH:12][CH:11]=[CH:10][CH:9]=3)=[CH:7][C:3]([CH:1]=[C:26]([C:24]#[N:25])[C:27]([O:29][CH2:30][CH3:31])=[O:28])=[N:4]2)=[CH:19][CH:18]=1)(=[O:21])=[O:22]. The yield is 0.660. (7) The catalyst is C(O)(C)C.O. The product is [Cl:2][C:3]1[C:16]2[C:15](=[O:17])[C:14]3[C:9](=[CH:10][CH:11]=[CH:12][CH:13]=3)[S:8][C:7]=2[C:6]([O:18][CH2:20][CH2:21][CH2:22][Cl:23])=[CH:5][CH:4]=1. The yield is 0.720. The reactants are [Na].[Cl:2][C:3]1[C:16]2[C:15](=[O:17])[C:14]3[C:9](=[CH:10][CH:11]=[CH:12][CH:13]=3)[S:8][C:7]=2[C:6]([OH:18])=[CH:5][CH:4]=1.Br[CH2:20][CH2:21][CH2:22][Cl:23].